Task: Predict the reactants needed to synthesize the given product.. Dataset: Full USPTO retrosynthesis dataset with 1.9M reactions from patents (1976-2016) Given the product [F:17][C:18]1[CH:23]=[CH:22][C:21]([N:24]2[CH2:29][CH2:28][N:27]3[N:30]=[C:31]([CH2:33][O:34][C:41]4[CH:40]=[CH:39][C:38]([CH3:43])=[CH:37][CH:36]=4)[CH:32]=[C:26]3[C:25]2=[O:35])=[CH:20][CH:19]=1, predict the reactants needed to synthesize it. The reactants are: N(C(OC(C)(C)C)=O)=NC(OC(C)(C)C)=O.[F:17][C:18]1[CH:23]=[CH:22][C:21]([N:24]2[CH2:29][CH2:28][N:27]3[N:30]=[C:31]([CH2:33][OH:34])[CH:32]=[C:26]3[C:25]2=[O:35])=[CH:20][CH:19]=1.[CH:36]1[C:41](O)=[CH:40][CH:39]=[C:38]([CH3:43])[CH:37]=1.C1(P(C2C=CC=CC=2)C2C=CC=CC=2)C=CC=CC=1.